Task: Predict which catalyst facilitates the given reaction.. Dataset: Catalyst prediction with 721,799 reactions and 888 catalyst types from USPTO (1) Reactant: [CH2:1]([O:3][C:4](=[O:42])[CH2:5][CH2:6][CH2:7][O:8][C:9]1[CH:14]=[CH:13][CH:12]=[C:11]([CH2:15][CH2:16][CH2:17][CH2:18][CH2:19][CH2:20][O:21][C:22]2[CH:27]=[C:26]([S:28]([CH2:31][CH2:32][CH3:33])(=[O:30])=[O:29])[CH:25]=[C:24](Br)[CH:23]=2)[C:10]=1[CH2:35][CH2:36][C:37]([O:39][CH2:40][CH3:41])=[O:38])[CH3:2].[Cl:43][C:44]1[CH:49]=[CH:48][C:47](B(O)O)=[CH:46][CH:45]=1.C(=O)([O-])[O-].[Cs+].[Cs+]. Product: [CH2:1]([O:3][C:4](=[O:42])[CH2:5][CH2:6][CH2:7][O:8][C:9]1[CH:14]=[CH:13][CH:12]=[C:11]([CH2:15][CH2:16][CH2:17][CH2:18][CH2:19][CH2:20][O:21][C:22]2[CH:23]=[C:24]([C:47]3[CH:48]=[CH:49][C:44]([Cl:43])=[CH:45][CH:46]=3)[CH:25]=[C:26]([S:28]([CH2:31][CH2:32][CH3:33])(=[O:30])=[O:29])[CH:27]=2)[C:10]=1[CH2:35][CH2:36][C:37]([O:39][CH2:40][CH3:41])=[O:38])[CH3:2]. The catalyst class is: 140. (2) Reactant: C(NC(=O)O[C:6]1[C:7](C)=[C:8]2[N:13]([CH:14]=1)[N:12]=[CH:11][N:10]=[C:9]2[O:15][C:16]1[CH:21]=[CH:20][C:19]([NH2:22])=[CH:18][C:17]=1[F:23])C.CN([P+](ON1N=NC2C=CC=CC1=2)(N(C)C)N(C)C)C.F[P-](F)(F)(F)(F)F.CN1[CH2:59][CH2:58][O:57]CC1.[F:60][C:61]1[CH:67]=[CH:66][C:64]([NH2:65])=[CH:63][CH:62]=1.CN(C)[CH:70]=[O:71]. Product: [F:23][C:17]1[CH:18]=[C:19]([NH:22][C:58](=[O:57])[CH2:59][C:70]([NH:65][C:64]2[CH:66]=[CH:67][C:61]([F:60])=[CH:62][CH:63]=2)=[O:71])[CH:20]=[CH:21][C:16]=1[O:15][C:9]1[C:8]2=[CH:7][CH:6]=[CH:14][N:13]2[N:12]=[CH:11][N:10]=1. The catalyst class is: 25. (3) Reactant: [OH:1][C:2]1[C:7]([C@@H:8]2[CH2:13][CH2:12][N:11]([C:14]3[CH:19]=[CH:18][C:17]([O:20][CH3:21])=[CH:16][CH:15]=3)[CH2:10][C@H:9]2[OH:22])=[C:6]([O:23][CH3:24])[CH:5]=[C:4]([O:25][CH3:26])[C:3]=1[C:27](=[O:29])[CH3:28].[Cl:30][C:31]1[CH:40]=[CH:39][CH:38]=[CH:37][C:32]=1[C:33](OC)=O.[H-].[Na+]. Product: [Cl:30][C:31]1[CH:40]=[CH:39][CH:38]=[CH:37][C:32]=1[C:33]1[O:1][C:2]2[C:3]([C:27](=[O:29])[CH:28]=1)=[C:4]([O:25][CH3:26])[CH:5]=[C:6]([O:23][CH3:24])[C:7]=2[C@@H:8]1[CH2:13][CH2:12][N:11]([C:14]2[CH:15]=[CH:16][C:17]([O:20][CH3:21])=[CH:18][CH:19]=2)[CH2:10][C@H:9]1[OH:22]. The catalyst class is: 3. (4) Reactant: Cl[CH2:2][CH2:3][CH2:4][N:5]1[C:13]2[C:8](=[CH:9][CH:10]=[C:11]([N+:14]([O-:16])=[O:15])[CH:12]=2)[CH:7]=[CH:6]1.C([O-])([O-])=O.[K+].[K+].[NH:23]1[CH2:28][CH2:27][O:26][CH2:25][CH2:24]1. Product: [N:23]1([CH2:2][CH2:3][CH2:4][N:5]2[C:13]3[C:8](=[CH:9][CH:10]=[C:11]([N+:14]([O-:16])=[O:15])[CH:12]=3)[CH:7]=[CH:6]2)[CH2:28][CH2:27][O:26][CH2:25][CH2:24]1. The catalyst class is: 23. (5) Reactant: [C:1]1([Mg]Br)[CH:6]=[CH:5][CH:4]=[CH:3][CH:2]=1.[C:9]1([C:15]2[C:24]3[CH:23]=[CH:22][CH:21]=[CH:20][C:19]=3[N:18]=[C:17]3[C:25]4[CH:26]=[CH:27][CH2:28][CH2:29][C:30]=4[C:31](=[O:32])[C:16]=23)[CH:14]=[CH:13][CH:12]=[CH:11][CH:10]=1. Product: [C:9]1([C:15]2[C:24]3[CH:23]=[CH:22][CH:21]=[CH:20][C:19]=3[N:18]=[C:17]3[C:25]4[C:30]([C:31]([C:1]5[CH:6]=[CH:5][CH:4]=[CH:3][CH:2]=5)([OH:32])[C:16]=23)=[CH:29][CH:28]=[CH:27][CH:26]=4)[CH:10]=[CH:11][CH:12]=[CH:13][CH:14]=1. The catalyst class is: 7. (6) Reactant: [CH3:1][O:2][C:3]1[CH:8]=[C:7]([O:9][CH3:10])[C:6]([CH:11]2[CH2:16][CH:15]([S:17]([C:20]3[CH:25]=[CH:24][CH:23]=[C:22]([C:26]([F:29])([F:28])[F:27])[CH:21]=3)(=[O:19])=[O:18])[CH2:14][CH2:13][O:12]2)=[CH:5][N:4]=1.[CH3:30]C([O-])(C)C.[K+]. Product: [CH3:1][O:2][C:3]1[CH:8]=[C:7]([O:9][CH3:10])[C:6]([CH:11]2[CH2:16][C:15]([CH3:30])([S:17]([C:20]3[CH:25]=[CH:24][CH:23]=[C:22]([C:26]([F:29])([F:28])[F:27])[CH:21]=3)(=[O:19])=[O:18])[CH2:14][CH2:13][O:12]2)=[CH:5][N:4]=1. The catalyst class is: 49.